Task: Predict the product of the given reaction.. Dataset: Forward reaction prediction with 1.9M reactions from USPTO patents (1976-2016) (1) Given the reactants [H-].[Na+].[CH2:3]([OH:10])[C:4]1[CH:9]=[CH:8][CH:7]=[CH:6][CH:5]=1.Cl[CH2:12][C:13]1[C:22]([C:23]2[CH:28]=[CH:27][CH:26]=[CH:25][C:24]=2[O:29][CH3:30])=[CH:21][CH:20]=[C:19]2[C:14]=1[C:15]([CH3:33])=[CH:16][C:17]([CH3:32])([CH3:31])[NH:18]2.C(OCC)(=O)C, predict the reaction product. The product is: [CH2:3]([O:10][CH2:12][C:13]1[C:22]([C:23]2[CH:28]=[CH:27][CH:26]=[CH:25][C:24]=2[O:29][CH3:30])=[CH:21][CH:20]=[C:19]2[C:14]=1[C:15]([CH3:33])=[CH:16][C:17]([CH3:32])([CH3:31])[NH:18]2)[C:4]1[CH:9]=[CH:8][CH:7]=[CH:6][CH:5]=1. (2) Given the reactants [N:1]1[CH:6]=[CH:5][N:4]=[CH:3][C:2]=1[C:7]1[N:12]=[CH:11][N:10]=[C:9]([N:13]=[C:14](SC)SC)[CH:8]=1.C([O-])([O-])=[O:20].[Cs+].[Cs+].Cl.Cl.[NH2:27][CH2:28][C@@:29]1([OH:37])[CH:34]2[CH2:35][CH2:36][N:31]([CH2:32][CH2:33]2)[CH2:30]1, predict the reaction product. The product is: [OH-:20].[NH4+:1].[N:1]1[CH:6]=[CH:5][N:4]=[CH:3][C:2]=1[C:7]1[N:12]=[CH:11][N:10]=[C:9]([NH:13][C:14]2[O:37][C@:29]3([CH2:28][N:27]=2)[CH:34]2[CH2:35][CH2:36][N:31]([CH2:32][CH2:33]2)[CH2:30]3)[CH:8]=1.